Dataset: Reaction yield outcomes from USPTO patents with 853,638 reactions. Task: Predict the reaction yield, written as a fraction of the theoretical maximum amount of product (1.0 means a 100% yield; for example, 0.34 means a 34% yield). (1) The reactants are [C:1]([C:5]1[CH:10]=[CH:9][C:8]([C:11]2[CH:12]=[CH:13][CH:14]=[C:15]3[C:19]=2[CH2:18][C:17]([CH3:20])=[CH:16]3)=[CH:7][CH:6]=1)([CH3:4])([CH3:3])[CH3:2].[Li]CCCC.[C:26]([C:30]1[CH:38]=[C:37]2[C:33]([CH:34]=[C:35]([CH3:43])[CH:36]2[Si:39](Cl)([CH3:41])[CH3:40])=[C:32]([C:44]2[CH:49]=[CH:48][CH:47]=[CH:46][CH:45]=2)[C:31]=1[O:50][CH3:51])([CH3:29])([CH3:28])[CH3:27].O. The catalyst is CCOCC.C([Cu])#N. The product is [C:26]([C:30]1[CH:38]=[C:37]2[C:33]([CH:34]=[C:35]([CH3:43])[CH:36]2[Si:39]([CH:16]2[C:15]3[C:19](=[C:11]([C:8]4[CH:9]=[CH:10][C:5]([C:1]([CH3:4])([CH3:2])[CH3:3])=[CH:6][CH:7]=4)[CH:12]=[CH:13][CH:14]=3)[CH:18]=[C:17]2[CH3:20])([CH3:41])[CH3:40])=[C:32]([C:44]2[CH:45]=[CH:46][CH:47]=[CH:48][CH:49]=2)[C:31]=1[O:50][CH3:51])([CH3:27])([CH3:28])[CH3:29]. The yield is 0.910. (2) The reactants are [CH:1]1([CH:7]([C:9]2[C:10]([CH3:22])=[N:11][N:12]([C:14]3[CH:19]=[CH:18][C:17]([O:20][CH3:21])=[CH:16][CH:15]=3)[CH:13]=2)O)[CH2:6][CH2:5][CH2:4][CH2:3][CH2:2]1.[NH2:23][C:24]1[CH:29]=[CH:28][C:27]([C:30]([N:32]([CH3:40])[CH2:33][CH2:34][C:35]([O:37]CC)=[O:36])=[O:31])=[CH:26][CH:25]=1. No catalyst specified. The product is [CH:1]1([CH:7]([NH:23][C:24]2[CH:25]=[CH:26][C:27]([C:30]([N:32]([CH3:40])[CH2:33][CH2:34][C:35]([OH:37])=[O:36])=[O:31])=[CH:28][CH:29]=2)[C:9]2[C:10]([CH3:22])=[N:11][N:12]([C:14]3[CH:19]=[CH:18][C:17]([O:20][CH3:21])=[CH:16][CH:15]=3)[CH:13]=2)[CH2:6][CH2:5][CH2:4][CH2:3][CH2:2]1. The yield is 0.240. (3) The reactants are [O:1](C)[CH:2]1[O:7][C@H:6]([CH2:8][OH:9])[CH2:5][C@H:3]1O.[C:11]([O:14][C:15](=O)[CH3:16])(=[O:13])[CH3:12].S(=O)(=O)(O)O.[C:23]([OH:26])(=[O:25])[CH3:24]. No catalyst specified. The product is [C:23]([O:26][CH:8]1[O:9][C@H:16]([CH2:15][O:14][C:11](=[O:13])[CH3:12])[CH2:5][C@H:6]1[O:7][C:2](=[O:1])[CH3:3])(=[O:25])[CH3:24]. The yield is 0.660. (4) The reactants are CS(O[CH2:6][CH2:7][C:8]1[C:9]([C:28]([O:30][CH2:31][CH3:32])=[O:29])=[N:10][N:11]([C:22]2[CH:27]=[CH:26][CH:25]=[CH:24][CH:23]=2)[C:12]=1[C:13](=[O:21])[NH:14][C:15]1[CH:20]=[CH:19][CH:18]=[CH:17][CH:16]=1)(=O)=O.[O-]CC.[Na+].CCOC(C)=O.[NH4+].[Cl-]. The catalyst is C(O)C.CN(C=O)C. The product is [O:21]=[C:13]1[C:12]2[N:11]([C:22]3[CH:23]=[CH:24][CH:25]=[CH:26][CH:27]=3)[N:10]=[C:9]([C:28]([O:30][CH2:31][CH3:32])=[O:29])[C:8]=2[CH2:7][CH2:6][N:14]1[C:15]1[CH:20]=[CH:19][CH:18]=[CH:17][CH:16]=1. The yield is 0.870. (5) The reactants are [CH3:1][O:2][C:3]1[CH:27]=[CH:26][C:6]([CH2:7][N:8]2[C:12]3=[N:13][CH:14]=[CH:15][C:16]([O:17][C:18]4[CH:23]=[CH:22][C:21]([NH2:24])=[CH:20][C:19]=4[F:25])=[C:11]3[CH:10]=[N:9]2)=[CH:5][CH:4]=1.[C:28]1([CH2:34][C:35]([N:37]=[C:38]=[S:39])=[O:36])[CH:33]=[CH:32][CH:31]=[CH:30][CH:29]=1. The catalyst is C1COCC1. The product is [CH3:1][O:2][C:3]1[CH:4]=[CH:5][C:6]([CH2:7][N:8]2[C:12]3=[N:13][CH:14]=[CH:15][C:16]([O:17][C:18]4[CH:23]=[CH:22][C:21]([NH:24][C:38]([NH:37][C:35](=[O:36])[CH2:34][C:28]5[CH:29]=[CH:30][CH:31]=[CH:32][CH:33]=5)=[S:39])=[CH:20][C:19]=4[F:25])=[C:11]3[CH:10]=[N:9]2)=[CH:26][CH:27]=1. The yield is 0.710. (6) The reactants are [H-].[Na+].[CH2:3]([OH:6])[CH2:4][OH:5].[Cl:7][C:8]1[C:9]([CH3:36])=[C:10]([C:29]2[CH:30]=[N:31][C:32](F)=[CH:33][CH:34]=2)[C:11]([O:27][CH3:28])=[C:12]([CH:14]([N:16]2[C:20]3=[N:21][CH:22]=[N:23][C:24]([NH2:25])=[C:19]3[C:18]([CH3:26])=[N:17]2)[CH3:15])[CH:13]=1. No catalyst specified. The product is [NH2:25][C:24]1[N:23]=[CH:22][N:21]=[C:20]2[N:16]([CH:14]([C:12]3[C:11]([O:27][CH3:28])=[C:10]([C:29]4[CH:34]=[CH:33][C:32]([O:5][CH2:4][CH2:3][OH:6])=[N:31][CH:30]=4)[C:9]([CH3:36])=[C:8]([Cl:7])[CH:13]=3)[CH3:15])[N:17]=[C:18]([CH3:26])[C:19]=12. The yield is 0.170.